This data is from Full USPTO retrosynthesis dataset with 1.9M reactions from patents (1976-2016). The task is: Predict the reactants needed to synthesize the given product. (1) Given the product [CH3:15][C:12]1([CH3:16])[CH:11]2[CH:13]1[CH2:14][NH:9][C:10]2=[O:17], predict the reactants needed to synthesize it. The reactants are: Cl.C(OC([N:9]1[CH2:14][CH:13]2[CH:11]([C:12]2([CH3:16])[CH3:15])[C:10]1=[O:17])=O)(C)(C)C. (2) Given the product [CH3:1][O:2][C:3]1[CH:4]=[CH:5][C:6]([C@H:9]2[CH2:11][C@@H:10]2[CH2:12][O:13][C:14]2[C:19]([C:20]3[N:34]=[N:33][NH:32][C:21]=3[C:22]([O:24][CH2:25][CH3:26])=[O:23])=[CH:18][N:17]=[C:16]([CH3:27])[N:15]=2)=[N:7][CH:8]=1, predict the reactants needed to synthesize it. The reactants are: [CH3:1][O:2][C:3]1[CH:4]=[CH:5][C:6]([C@H:9]2[CH2:11][C@@H:10]2[CH2:12][O:13][C:14]2[C:19]([C:20]#[C:21][C:22]([O:24][CH2:25][CH3:26])=[O:23])=[CH:18][N:17]=[C:16]([CH3:27])[N:15]=2)=[N:7][CH:8]=1.[Si]([N:32]=[N+:33]=[N-:34])(C)(C)C. (3) Given the product [Cl:32][C:33]1[CH:40]=[CH:39][CH:38]=[C:37]([Cl:41])[C:34]=1[CH2:35][C:2]1[CH:3]=[C:4]2[C:9](=[C:10]([NH:12][C:13]3[CH:18]=[CH:17][C:16]([C:19]([N:21]4[CH2:22][CH2:23][N:24]([CH3:27])[CH2:25][CH2:26]4)=[O:20])=[CH:15][C:14]=3[O:28][CH3:29])[N:11]=1)[C:8](=[O:30])[NH:7][CH:6]=[CH:5]2, predict the reactants needed to synthesize it. The reactants are: Cl[C:2]1[CH:3]=[C:4]2[C:9](=[C:10]([NH:12][C:13]3[CH:18]=[CH:17][C:16]([C:19]([N:21]4[CH2:26][CH2:25][N:24]([CH3:27])[CH2:23][CH2:22]4)=[O:20])=[CH:15][C:14]=3[O:28][CH3:29])[N:11]=1)[C:8](=[O:30])[NH:7][CH:6]=[CH:5]2.[Br-].[Cl:32][C:33]1[CH:40]=[CH:39][CH:38]=[C:37]([Cl:41])[C:34]=1[CH2:35][Zn+]. (4) Given the product [CH:1]1([CH2:7][C:8]2[N:9]=[N:10][N:11]([C@@H:13]3[C@H:17]4[O:18][CH2:19][C@H:20]([NH:21][C:28]([C:25]5[CH:26]=[CH:27][N:23]([CH3:22])[CH:24]=5)=[O:29])[C@H:16]4[O:15][CH2:14]3)[CH:12]=2)[CH2:2][CH2:3][CH2:4][CH2:5][CH2:6]1, predict the reactants needed to synthesize it. The reactants are: [CH:1]1([CH2:7][C:8]2[N:9]=[N:10][N:11]([C@@H:13]3[C@H:17]4[O:18][CH2:19][C@H:20]([NH2:21])[C@H:16]4[O:15][CH2:14]3)[CH:12]=2)[CH2:6][CH2:5][CH2:4][CH2:3][CH2:2]1.[CH3:22][N:23]1[CH:27]=[CH:26][C:25]([C:28](O)=[O:29])=[CH:24]1.